Dataset: Full USPTO retrosynthesis dataset with 1.9M reactions from patents (1976-2016). Task: Predict the reactants needed to synthesize the given product. Given the product [Cl:1][C:2]1[CH:3]=[C:4]([C:13]([C:15]2[CH:20]=[CH:19][CH:18]=[C:17]([O:21][CH3:22])[C:16]=2[O:23][CH3:24])=[O:14])[C:5]([N:8]2[CH:9]=[CH:10][CH:11]=[CH:12]2)=[N:6][CH:7]=1, predict the reactants needed to synthesize it. The reactants are: [Cl:1][C:2]1[CH:3]=[C:4]([CH:13]([C:15]2[CH:20]=[CH:19][CH:18]=[C:17]([O:21][CH3:22])[C:16]=2[O:23][CH3:24])[OH:14])[C:5]([N:8]2[CH:12]=[CH:11][CH:10]=[CH:9]2)=[N:6][CH:7]=1.